This data is from NCI-60 drug combinations with 297,098 pairs across 59 cell lines. The task is: Regression. Given two drug SMILES strings and cell line genomic features, predict the synergy score measuring deviation from expected non-interaction effect. Drug 1: CS(=O)(=O)C1=CC(=C(C=C1)C(=O)NC2=CC(=C(C=C2)Cl)C3=CC=CC=N3)Cl. Drug 2: C1CCN(CC1)CCOC2=CC=C(C=C2)C(=O)C3=C(SC4=C3C=CC(=C4)O)C5=CC=C(C=C5)O. Cell line: SK-OV-3. Synergy scores: CSS=2.83, Synergy_ZIP=-0.0238, Synergy_Bliss=3.30, Synergy_Loewe=1.82, Synergy_HSA=2.39.